From a dataset of Retrosynthesis with 50K atom-mapped reactions and 10 reaction types from USPTO. Predict the reactants needed to synthesize the given product. (1) Given the product O=Cc1c(Br)cccc1N1CCc2cc(C3CC3)ccc2C1=O, predict the reactants needed to synthesize it. The reactants are: O=C1NCCc2cc(C3CC3)ccc21.O=Cc1c(Br)cccc1Br. (2) The reactants are: CS(=O)(=NC(=O)NC1CCCC1)c1ccc(N)cc1.C[C@H](CO)Nc1nc(Cl)ncc1-c1cccs1. Given the product C[C@H](CO)Nc1nc(Nc2ccc(S(C)(=O)=NC(=O)NC3CCCC3)cc2)ncc1-c1cccs1, predict the reactants needed to synthesize it. (3) Given the product COc1ccc(CN2C(=O)COc3ccc(Br)nc32)c(OC)c1, predict the reactants needed to synthesize it. The reactants are: COc1ccc(CCl)c(OC)c1.O=C1COc2ccc(Br)nc2N1. (4) Given the product CCOC(=O)C[C@H](NC(=O)CN)c1cccnc1, predict the reactants needed to synthesize it. The reactants are: CCOC(=O)C[C@H](NC(=O)CNC(=O)OC(C)(C)C)c1cccnc1. (5) Given the product Cc1c(-c2csc(C=O)c2)sc2c(N3CCOCC3)nc(Cl)nc12, predict the reactants needed to synthesize it. The reactants are: Cc1c(I)sc2c(N3CCOCC3)nc(Cl)nc12.O=Cc1cc(B(O)O)cs1. (6) Given the product NC[C@@H](O)[C@@H]1C=CCO1, predict the reactants needed to synthesize it. The reactants are: O=C(NC[C@@H](O)[C@@H]1C=CCO1)OCc1ccccc1. (7) Given the product CCc1cc(C#N)ccc1-n1nc(C(C)C)c2c(-n3cnc(-c4cnn(C)c4)c3)cccc21, predict the reactants needed to synthesize it. The reactants are: CC(C)c1n[nH]c2cccc(-n3cnc(-c4cnn(C)c4)c3)c12.CCc1cc(C#N)ccc1F.